From a dataset of NCI-60 drug combinations with 297,098 pairs across 59 cell lines. Regression. Given two drug SMILES strings and cell line genomic features, predict the synergy score measuring deviation from expected non-interaction effect. (1) Drug 2: CC1=C(C=C(C=C1)C(=O)NC2=CC(=CC(=C2)C(F)(F)F)N3C=C(N=C3)C)NC4=NC=CC(=N4)C5=CN=CC=C5. Cell line: KM12. Drug 1: CCCS(=O)(=O)NC1=C(C(=C(C=C1)F)C(=O)C2=CNC3=C2C=C(C=N3)C4=CC=C(C=C4)Cl)F. Synergy scores: CSS=8.95, Synergy_ZIP=0.608, Synergy_Bliss=-4.24, Synergy_Loewe=-17.7, Synergy_HSA=-7.14. (2) Drug 1: C1=CN(C(=O)N=C1N)C2C(C(C(O2)CO)O)(F)F. Drug 2: CC(C)(C1=NC(=CC=C1)N2C3=NC(=NC=C3C(=O)N2CC=C)NC4=CC=C(C=C4)N5CCN(CC5)C)O. Cell line: OVCAR3. Synergy scores: CSS=91.5, Synergy_ZIP=18.7, Synergy_Bliss=18.5, Synergy_Loewe=21.7, Synergy_HSA=28.1.